From a dataset of Reaction yield outcomes from USPTO patents with 853,638 reactions. Predict the reaction yield, written as a fraction of the theoretical maximum amount of product (1.0 means a 100% yield; for example, 0.34 means a 34% yield). (1) The reactants are [Cl:1][C:2]1[N:6]2[CH:7]=[C:8]([C:15]3[CH:19]=[CH:18][O:17][CH:16]=3)[CH:9]=[C:10]([C:11]([F:14])([F:13])[F:12])[C:5]2=[N:4][C:3]=1[C:20](O)=[O:21].[NH:23]1[CH2:28][CH2:27][CH:26]([N:29]2[C:33](=[O:34])[CH2:32][O:31][C:30]2=[O:35])[CH2:25][CH2:24]1.OC1C2N=NNC=2C=CC=1. The catalyst is CN(C=O)C.C(Cl)Cl. The product is [Cl:1][C:2]1[N:6]2[CH:7]=[C:8]([C:15]3[CH:19]=[CH:18][O:17][CH:16]=3)[CH:9]=[C:10]([C:11]([F:12])([F:13])[F:14])[C:5]2=[N:4][C:3]=1[C:20]([N:23]1[CH2:24][CH2:25][CH:26]([N:29]2[C:33](=[O:34])[CH2:32][O:31][C:30]2=[O:35])[CH2:27][CH2:28]1)=[O:21]. The yield is 0.450. (2) The catalyst is O1CCCC1. The yield is 0.590. The product is [CH2:1]([C:5]1[N:10]=[C:9]([CH3:11])[N:8]([C:12]2[CH:13]=[C:14]3[C:18](=[CH:19][CH:20]=2)[CH2:17][CH2:16][CH:15]3[OH:21])[C:7](=[O:29])[C:6]=1[CH2:30][C:31]1[CH:36]=[CH:35][C:34]([C:37]2[CH:42]=[CH:41][CH:40]=[CH:39][C:38]=2[C:43]2[NH:47][C:46](=[O:48])[O:45][N:44]=2)=[CH:33][CH:32]=1)[CH2:2][CH2:3][CH3:4]. The reactants are [CH2:1]([C:5]1[N:10]=[C:9]([CH3:11])[N:8]([C:12]2[CH:13]=[C:14]3[C:18](=[CH:19][CH:20]=2)[CH2:17][CH2:16][CH:15]3[O:21][Si](C(C)(C)C)(C)C)[C:7](=[O:29])[C:6]=1[CH2:30][C:31]1[CH:36]=[CH:35][C:34]([C:37]2[CH:42]=[CH:41][CH:40]=[CH:39][C:38]=2[C:43]2[NH:47][C:46](=[O:48])[O:45][N:44]=2)=[CH:33][CH:32]=1)[CH2:2][CH2:3][CH3:4].[F-].C([N+](CCCC)(CCCC)CCCC)CCC.C(OCC)(=O)C.O. (3) No catalyst specified. The product is [C:22]([N:14]([C:13]1[N:12]=[CH:11][N:10]=[C:9]2[N:5]([C:1]([CH3:4])([CH3:2])[CH3:3])[N:6]=[C:7]([C:15]3[CH:16]=[CH:17][C:18]([F:21])=[CH:19][CH:20]=3)[C:8]=12)[C:31](=[O:26])[CH3:32])(=[O:24])[CH3:23].[C:1]([N:5]1[C:9]2=[N:10][CH:11]=[N:12][C:13]([NH:14][C:22](=[O:24])[CH3:23])=[C:8]2[C:7]([C:15]2[CH:16]=[CH:17][C:18]([F:21])=[CH:19][CH:20]=2)=[N:6]1)([CH3:4])([CH3:2])[CH3:3]. The reactants are [C:1]([N:5]1[C:9]2=[N:10][CH:11]=[N:12][C:13]([NH2:14])=[C:8]2[C:7]([C:15]2[CH:20]=[CH:19][C:18]([F:21])=[CH:17][CH:16]=2)=[N:6]1)([CH3:4])([CH3:3])[CH3:2].[C:22](Cl)(=[O:24])[CH3:23].[OH2:26].N1[CH:32]=[CH:31]C=CC=1. The yield is 0.243. (4) The reactants are [CH2:1]([S:3](Cl)(=[O:5])=[O:4])[CH3:2].[Br:7][C:8]1[CH:9]=[C:10]([CH:12]=[C:13]([O:15][CH2:16][C:17]2[CH:22]=[CH:21][CH:20]=[CH:19][CH:18]=2)[CH:14]=1)[NH2:11].N1C=CC=CC=1.Cl. The catalyst is C(Cl)Cl. The product is [Br:7][C:8]1[CH:9]=[C:10]([NH:11][S:3]([CH2:1][CH3:2])(=[O:5])=[O:4])[CH:12]=[C:13]([O:15][CH2:16][C:17]2[CH:22]=[CH:21][CH:20]=[CH:19][CH:18]=2)[CH:14]=1. The yield is 0.940.